Dataset: Human Reference Interactome with 51,813 positive PPI pairs across 8,248 proteins, plus equal number of experimentally-validated negative pairs. Task: Binary Classification. Given two protein amino acid sequences, predict whether they physically interact or not. Protein 1 (ENSG00000270170) has sequence MVLRRLLAALLHSPQLVERLSESRPIRRAAQLTAFALLQAQLRGQDAARRLQDLAAGPVGSLCRRAERFRDAFTQELRRGLRGRSGPPPGSQRGPGANI*. Protein 2 (ENSG00000146352) has sequence MTHLQAGLSPETLEKARLELNENPDTLHQDIQEVRDMVITRPDIGFLRTDDAFILRFLRARKFHHFEAFRLLAQYFEYRQQNLDMFKSFKATDPGIKQALKDGFPGGLANLDHYGRKILVLFAANWDQSRYTLVDILRAILLSLEAMIEDPELQVNGFVLIIDWSNFTFKQASKLTPSMLRLAIEGLQDSFPARFGGIHFVNQPWYIHALYTVIRPFLKEKTRKRIFLHGNNLNSLHQLIHPEILPSEFGGMLPPYDMGTWARTLLDHEYDDDSEYNVDSYSMPVKEVEKELSPKSMKRS.... Result: 0 (the proteins do not interact).